From a dataset of Forward reaction prediction with 1.9M reactions from USPTO patents (1976-2016). Predict the product of the given reaction. (1) Given the reactants [C:1]([C@@:3]1([OH:19])[C@H:7]([OH:8])[C@@H:6]([CH2:9][OH:10])[O:5][C@H:4]1[N:11]1[CH:16]=[CH:15][C:14](=[O:17])[NH:13][C:12]1=[O:18])#[CH:2].CN(C1[C:28]2C(N(C)C)=CC=[CH:32][C:27]=2[CH:26]=CC=1)C.[P:36](Cl)(Cl)(=[O:44])[O:37][C:38]1[CH:43]=[CH:42][CH:41]=[CH:40][CH:39]=1.[NH2:47][C@@H:48]([CH2:55]C1C=CC=CC=1)[C:49]([O:51]C(C)C)=O.C(N(CC)CC)C.P([O:75][CH3:76])(OC)(OC)=O, predict the reaction product. The product is: [O:18]=[C:12]1[NH:13][C:14](=[O:17])[CH:15]=[CH:16][N:11]1[C@@H:4]1[O:5][C@H:6]([CH2:9][O:10][P:36]([NH:47][C@@H:48]([CH3:55])[C:49]([O:75][CH2:76][C:27]([CH3:32])([CH3:28])[CH3:26])=[O:51])([O:37][C:38]2[CH:43]=[CH:42][CH:41]=[CH:40][CH:39]=2)=[O:44])[C@@H:7]([OH:8])[C@@:3]1([C:1]#[CH:2])[OH:19]. (2) Given the reactants [S:1]1[C:5]2[CH:6]=[CH:7][CH:8]=[CH:9][C:4]=2[N:3]=[C:2]1[O:10][C:11]1[CH:19]=[C:18]2[C:14]([CH:15]=[C:16]([CH:20]=O)[NH:17]2)=[CH:13][CH:12]=1.[NH:22]1[CH2:27][CH2:26][CH2:25][CH2:24][CH2:23]1.[BH-](OC(C)=O)(OC(C)=O)OC(C)=O.[Na+], predict the reaction product. The product is: [N:22]1([CH2:20][C:16]2[NH:17][C:18]3[C:14]([CH:15]=2)=[CH:13][CH:12]=[C:11]([O:10][C:2]2[S:1][C:5]4[CH:6]=[CH:7][CH:8]=[CH:9][C:4]=4[N:3]=2)[CH:19]=3)[CH2:27][CH2:26][CH2:25][CH2:24][CH2:23]1. (3) Given the reactants [F:1][C:2]([F:14])([F:13])[C:3]1[C:4]([C:9]([O:11]C)=[O:10])=[N:5][CH:6]=[CH:7][N:8]=1.[OH-].[K+], predict the reaction product. The product is: [F:14][C:2]([F:1])([F:13])[C:3]1[C:4]([C:9]([OH:11])=[O:10])=[N:5][CH:6]=[CH:7][N:8]=1.